This data is from Full USPTO retrosynthesis dataset with 1.9M reactions from patents (1976-2016). The task is: Predict the reactants needed to synthesize the given product. (1) Given the product [F:33][C:2]([F:1])([F:32])[C:3]1[CH:8]=[CH:7][CH:6]=[CH:5][C:4]=1[CH2:9][CH2:10][C@@H:11]1[N:16]([CH3:36])[CH2:15][CH2:14][N:13]([C:17]2[C:26]3[CH:25]=[C:24]([CH3:27])[S:23][C:22]=3[NH:21][C:20]3[CH:28]=[CH:29][CH:30]=[CH:31][C:19]=3[N:18]=2)[CH2:12]1, predict the reactants needed to synthesize it. The reactants are: [F:1][C:2]([F:33])([F:32])[C:3]1[CH:8]=[CH:7][CH:6]=[CH:5][C:4]=1[CH2:9][CH2:10][C@@H:11]1[NH:16][CH2:15][CH2:14][N:13]([C:17]2[C:26]3[CH:25]=[C:24]([CH3:27])[S:23][C:22]=3[NH:21][C:20]3[CH:28]=[CH:29][CH:30]=[CH:31][C:19]=3[N:18]=2)[CH2:12]1.C=O.[C:36](O[BH-](OC(=O)C)OC(=O)C)(=O)C.[Na+]. (2) Given the product [NH2:19][C:17]1[C:16]([OH:20])=[CH:15][N:14]=[C:13]([C:7]2[C:8]3[CH2:12][CH2:11][CH2:10][C:9]=3[N:5]([CH2:4][C:3]3[CH:22]=[CH:23][CH:24]=[CH:25][C:2]=3[F:1])[N:6]=2)[N:18]=1, predict the reactants needed to synthesize it. The reactants are: [F:1][C:2]1[CH:25]=[CH:24][CH:23]=[CH:22][C:3]=1[CH2:4][N:5]1[C:9]2[CH2:10][CH2:11][CH2:12][C:8]=2[C:7]([C:13]2[N:18]=[C:17]([NH2:19])[C:16]([O:20]C)=[CH:15][N:14]=2)=[N:6]1.C(=O)([O-])[O-].[K+].[K+].C1(S)C=CC=CC=1.C(O)=O. (3) Given the product [C:1]([O:5][C:6](=[O:21])[N:7]([CH2:9][CH2:10][O:11][C:12]1[CH:20]=[CH:19][CH:18]=[C:17]2[C:13]=1[CH:14]=[CH:15][N:16]2[C:23]1[CH:28]=[CH:27][C:26]([NH:29][C:40]([NH:39][C:36]2[CH:37]=[CH:38][C:33]([Cl:32])=[C:34]([C:42]([F:44])([F:43])[F:45])[CH:35]=2)=[O:41])=[CH:25][CH:24]=1)[CH3:8])([CH3:4])([CH3:2])[CH3:3], predict the reactants needed to synthesize it. The reactants are: [C:1]([O:5][C:6](=[O:21])[N:7]([CH2:9][CH2:10][O:11][C:12]1[CH:20]=[CH:19][CH:18]=[C:17]2[C:13]=1[CH:14]=[CH:15][NH:16]2)[CH3:8])([CH3:4])([CH3:3])[CH3:2].F[C:23]1[CH:28]=[CH:27][C:26]([N+:29]([O-])=O)=[CH:25][CH:24]=1.[Cl:32][C:33]1[CH:38]=[CH:37][C:36]([N:39]=[C:40]=[O:41])=[CH:35][C:34]=1[C:42]([F:45])([F:44])[F:43].